From a dataset of Catalyst prediction with 721,799 reactions and 888 catalyst types from USPTO. Predict which catalyst facilitates the given reaction. (1) Reactant: [H-].[Na+].[Cl:3][C:4]1[CH:9]=[CH:8][CH:7]=[CH:6][C:5]=1[C:10]1[NH:11][C:12]2[C:17]([N:18]=1)=[C:16]([N:19]1[CH2:24][CH2:23][N:22]([CH2:25][CH3:26])[CH2:21][CH2:20]1)[N:15]=[C:14]([CH3:27])[N:13]=2.[CH3:28][O:29][CH2:30]Br. Product: [Cl:3][C:4]1[CH:9]=[CH:8][CH:7]=[CH:6][C:5]=1[C:10]1[N:11]([CH2:28][O:29][CH3:30])[C:12]2[C:17]([N:18]=1)=[C:16]([N:19]1[CH2:24][CH2:23][N:22]([CH2:25][CH3:26])[CH2:21][CH2:20]1)[N:15]=[C:14]([CH3:27])[N:13]=2. The catalyst class is: 7. (2) Reactant: C(=O)([O-])[O-].[K+].[K+].[I:7][C:8]1[CH:15]=[C:14]([N+:16]([O-:18])=[O:17])[CH:13]=[CH:12][C:9]=1[CH:10]=[O:11].C1(C)C=CC(S([CH2:28][N+:29]#[C-:30])(=O)=O)=CC=1. Product: [I:7][C:8]1[CH:15]=[C:14]([N+:16]([O-:18])=[O:17])[CH:13]=[CH:12][C:9]=1[C:10]1[O:11][CH:30]=[N:29][CH:28]=1. The catalyst class is: 5. (3) Reactant: C(Cl)(=O)C(Cl)=O.CS(C)=O.[OH:11][CH2:12][CH2:13][CH2:14][C@@:15]([CH3:30])([S:26]([CH3:29])(=[O:28])=[O:27])[C:16]([O:18][CH2:19][C:20]1[CH:25]=[CH:24][CH:23]=[CH:22][CH:21]=1)=[O:17]. Product: [CH3:30][C@@:15]([S:26]([CH3:29])(=[O:28])=[O:27])([CH2:14][CH2:13][CH:12]=[O:11])[C:16]([O:18][CH2:19][C:20]1[CH:25]=[CH:24][CH:23]=[CH:22][CH:21]=1)=[O:17]. The catalyst class is: 2. (4) Reactant: [O:1]1[CH:6]2[CH:2]1[CH2:3][N:4]([C:7]([O:9][C:10]([CH3:13])([CH3:12])[CH3:11])=[O:8])[CH2:5]2.[CH2:14]([Mg]Cl)[CH:15]=[CH2:16]. Product: [CH2:16]([C@@H:2]1[CH2:3][N:4]([C:7]([O:9][C:10]([CH3:13])([CH3:12])[CH3:11])=[O:8])[CH2:5][C@H:6]1[OH:1])[CH:15]=[CH2:14]. The catalyst class is: 28.